This data is from Reaction yield outcomes from USPTO patents with 853,638 reactions. The task is: Predict the reaction yield, written as a fraction of the theoretical maximum amount of product (1.0 means a 100% yield; for example, 0.34 means a 34% yield). The reactants are [C:1]1([CH:7]2[N:21]3[C:22]4[C:14]([C:15]5[C:20]3=[CH:19][CH:18]=[CH:17][C:16]=5[OH:23])=[CH:13][CH:12]=[CH:11][C:10]=4[O:9][CH2:8]2)[CH:6]=[CH:5][CH:4]=[CH:3][CH:2]=1.C(=O)([O-])[O-].[K+].[K+].Br[CH2:31][CH2:32][CH2:33][CH2:34][Cl:35].O. The catalyst is CN(C=O)C. The product is [C:1]1([CH:7]2[N:21]3[C:22]4[C:14]([C:15]5[C:16]([O:23][CH2:31][CH2:32][CH2:33][CH2:34][Cl:35])=[CH:17][CH:18]=[CH:19][C:20]=53)=[CH:13][CH:12]=[CH:11][C:10]=4[O:9][CH2:8]2)[CH:2]=[CH:3][CH:4]=[CH:5][CH:6]=1. The yield is 0.570.